From a dataset of Full USPTO retrosynthesis dataset with 1.9M reactions from patents (1976-2016). Predict the reactants needed to synthesize the given product. (1) Given the product [CH3:10][O:9][C:6]1[CH:7]=[CH:8][C:3]([CH2:2][N:15]2[C:14]([CH2:13][O:12][CH3:11])=[C:18]([C:19]([O:21][CH3:22])=[O:20])[CH:17]=[N:16]2)=[CH:4][CH:5]=1.[CH3:10][O:9][C:6]1[CH:7]=[CH:8][C:3]([CH2:2][N:16]2[CH:17]=[C:18]([C:19]([O:21][CH3:22])=[O:20])[C:14]([CH2:13][O:12][CH3:11])=[N:15]2)=[CH:4][CH:5]=1, predict the reactants needed to synthesize it. The reactants are: Cl[CH2:2][C:3]1[CH:8]=[CH:7][C:6]([O:9][CH3:10])=[CH:5][CH:4]=1.[CH3:11][O:12][CH2:13][C:14]1[C:18]([C:19]([O:21][CH3:22])=[O:20])=[CH:17][NH:16][N:15]=1.C([O-])([O-])=O.[K+].[K+]. (2) The reactants are: [BH4-].[Na+].C(O)(=O)C(C)C.[F:9][C:10]1([F:30])[CH2:15][C:14]([C:16]([O:18][CH2:19][CH3:20])=[O:17])=[C:13]([NH:21][C@H:22]([C:24]2[CH:29]=[CH:28][CH:27]=[CH:26][CH:25]=2)[CH3:23])[CH2:12][CH2:11]1.C([O-])(O)=O.[Na+]. Given the product [F:9][C:10]1([F:30])[CH2:15][CH:14]([C:16]([O:18][CH2:19][CH3:20])=[O:17])[CH:13]([NH:21][C@H:22]([C:24]2[CH:25]=[CH:26][CH:27]=[CH:28][CH:29]=2)[CH3:23])[CH2:12][CH2:11]1, predict the reactants needed to synthesize it. (3) Given the product [N:12]1[C:13]2[C:8](=[CH:7][C:6]([CH:4]=[O:5])=[CH:15][CH:14]=2)[N:9]=[CH:10][CH:11]=1, predict the reactants needed to synthesize it. The reactants are: CON(C)[C:4]([C:6]1[CH:7]=[C:8]2[C:13](=[CH:14][CH:15]=1)[N:12]=[CH:11][CH:10]=[N:9]2)=[O:5]. (4) Given the product [CH3:12][N:11]1[C:7]2[CH:6]=[C:5]([CH:3]=[O:2])[CH:14]=[CH:13][C:8]=2[N:9]=[N:10]1, predict the reactants needed to synthesize it. The reactants are: C[O:2][C:3]([C:5]1[CH:14]=[CH:13][C:8]2[N:9]=[N:10][N:11]([CH3:12])[C:7]=2[CH:6]=1)=O.[H-].[Al+3].[Li+].[H-].[H-].[H-].ClN1C(=O)CCC1=O. (5) Given the product [CH3:1][S:2]([CH2:5][CH2:6][O:7][C:8]1[CH:9]=[CH:10][C:11]([C:14]2[N:23]=[C:22]([NH:24][CH2:25][C@H:26]3[O:31][CH2:30][CH2:29][NH:28][CH2:27]3)[C:21]3[C:16](=[N:17][CH:18]=[CH:19][N:20]=3)[CH:15]=2)=[CH:12][CH:13]=1)(=[O:3])=[O:4], predict the reactants needed to synthesize it. The reactants are: [CH3:1][S:2]([CH2:5][CH2:6][O:7][C:8]1[CH:13]=[CH:12][C:11]([C:14]2[N:23]=[C:22]([NH:24][CH2:25][C@H:26]3[O:31][CH2:30][CH2:29][N:28](C(OC(C)(C)C)=O)[CH2:27]3)[C:21]3[C:16](=[N:17][CH:18]=[CH:19][N:20]=3)[CH:15]=2)=[CH:10][CH:9]=1)(=[O:4])=[O:3].